Dataset: Reaction yield outcomes from USPTO patents with 853,638 reactions. Task: Predict the reaction yield, written as a fraction of the theoretical maximum amount of product (1.0 means a 100% yield; for example, 0.34 means a 34% yield). (1) The reactants are [C:1]([O:7][C:8]1[CH:15]=[CH:14][C:11]([CH:12]=O)=[CH:10][CH:9]=1)(=[O:6])[C:2]([CH3:5])([CH3:4])[CH3:3].C[Si](C)(C)[CH2:18][CH:19]=[CH:20][C:21]1[CH:26]=[CH:25][CH:24]=[CH:23][CH:22]=1.O.C(=O)(O)[O-].[Na+].[CH2:35]([O:37][CH2:38][CH3:39])C. The catalyst is C1(OC)C=CC=CC=1.[Cl-].[Hf+4].[Cl-].[Cl-].[Cl-]. The product is [CH3:35][O:37][C:38]1[CH:39]=[CH:10][C:9]([CH:12]([C:11]2[CH:14]=[CH:15][C:8]([O:7][C:1](=[O:6])[C:2]([CH3:5])([CH3:4])[CH3:3])=[CH:9][CH:10]=2)[CH:20]([C:21]2[CH:26]=[CH:25][CH:24]=[CH:23][CH:22]=2)[CH:19]=[CH2:18])=[CH:8][CH:15]=1. The yield is 0.750. (2) The reactants are ClC(Cl)(O[C:5](=[O:11])OC(Cl)(Cl)Cl)Cl.[CH3:13][C:14]1[CH:19]=[C:18]([C:20]2[CH:21]=[CH:22][C:23]3[N:29]4[CH2:30][C@H:26]([CH2:27][CH2:28]4)[NH:25][C:24]=3[N:31]=2)[CH:17]=[CH:16][N:15]=1.C(N(CC)CC)C.Cl.[CH3:40][N:41]1[CH:45]=[C:44]([NH2:46])[N:43]=[N:42]1. The catalyst is O1CCCC1. The product is [CH3:40][N:41]1[CH:45]=[C:44]([NH:46][C:5]([N:25]2[C@@H:26]3[CH2:30][N:29]([CH2:28][CH2:27]3)[C:23]3[CH:22]=[CH:21][C:20]([C:18]4[CH:17]=[CH:16][N:15]=[C:14]([CH3:13])[CH:19]=4)=[N:31][C:24]2=3)=[O:11])[N:43]=[N:42]1. The yield is 0.346. (3) The reactants are C(=O)([O-])[O-].[K+].[K+].[OH-].[Na+].C(OC(OC(C)(C)C)=O)(OC(C)(C)C)=O.C(N(CC)C(C)C)(C)C.[C:33](Cl)(=[O:36])[CH2:34][CH3:35].[Br:38][C:39]1[CH:44]=[CH:43][C:42]([N:45]2[C:49]([CH2:50][CH:51]3[CH2:54][N:53]([C:55](=[O:58])[CH2:56][CH3:57])[CH2:52]3)=[N:48][NH:47][C:46]2=[O:59])=[C:41]([F:60])[CH:40]=1. The catalyst is ClCCl.O. The product is [Br:38][C:39]1[CH:44]=[CH:43][C:42]([N:45]2[C:49]([CH2:50][CH:51]3[CH2:52][N:53]([C:55](=[O:58])[CH2:56][CH3:57])[CH2:54]3)=[N:48][N:47]([C:33](=[O:36])[CH2:34][CH3:35])[C:46]2=[O:59])=[C:41]([F:60])[CH:40]=1. The yield is 0.0300. (4) The catalyst is ClCCl.B(Br)(Br)Br. The yield is 0.560. The reactants are [NH2:1][C:2]1[N:7]=[CH:6][N:5]=[C:4]2[N:8]([CH:19]([C:21]3[O:22][C:23]4[C:28]([C:29](=[O:37])[C:30]=3[C:31]3[CH:36]=[CH:35][CH:34]=[CH:33][CH:32]=3)=[CH:27][CH:26]=[CH:25][CH:24]=4)[CH3:20])[N:9]=[C:10]([C:11]3[CH:16]=[CH:15][CH:14]=[C:13]([O:17]C)[CH:12]=3)[C:3]=12. The product is [NH2:1][C:2]1[N:7]=[CH:6][N:5]=[C:4]2[N:8]([CH:19]([C:21]3[O:22][C:23]4[C:28]([C:29](=[O:37])[C:30]=3[C:31]3[CH:32]=[CH:33][CH:34]=[CH:35][CH:36]=3)=[CH:27][CH:26]=[CH:25][CH:24]=4)[CH3:20])[N:9]=[C:10]([C:11]3[CH:16]=[CH:15][CH:14]=[C:13]([OH:17])[CH:12]=3)[C:3]=12.